This data is from Catalyst prediction with 721,799 reactions and 888 catalyst types from USPTO. The task is: Predict which catalyst facilitates the given reaction. (1) Reactant: [CH:1]1([CH:4]([C:11]2[CH:16]=[CH:15][CH:14]=[C:13]([CH2:17][O:18][C:19]3[CH:20]=[N:21][C:22]([OH:30])=[C:23]([CH2:25][C:26]([CH3:29])([CH3:28])[CH3:27])[CH:24]=3)[CH:12]=2)[CH2:5][C:6]([O:8][CH2:9][CH3:10])=[O:7])[CH2:3][CH2:2]1.[F:31][C:32]([F:45])([F:44])[S:33](O[S:33]([C:32]([F:45])([F:44])[F:31])(=[O:35])=[O:34])(=[O:35])=[O:34].O. Product: [CH:1]1([CH:4]([C:11]2[CH:16]=[CH:15][CH:14]=[C:13]([CH2:17][O:18][C:19]3[CH:20]=[N:21][C:22]([O:30][S:33]([C:32]([F:45])([F:44])[F:31])(=[O:35])=[O:34])=[C:23]([CH2:25][C:26]([CH3:29])([CH3:28])[CH3:27])[CH:24]=3)[CH:12]=2)[CH2:5][C:6]([O:8][CH2:9][CH3:10])=[O:7])[CH2:3][CH2:2]1. The catalyst class is: 17. (2) Product: [Cl:1][C:2]1[CH:7]=[CH:6][C:5]([CH:8]2[CH:12]([C:13]3[CH:18]=[CH:17][C:16]([Cl:19])=[CH:15][CH:14]=3)[N:11]([C:20]([N:22]3[CH2:27][CH2:26][CH:25]([CH2:28][Br:44])[CH2:24][CH2:23]3)=[O:21])[C:10]([C:30]3[CH:35]=[CH:34][C:33]([C:36]([F:39])([F:38])[F:37])=[CH:32][C:31]=3[O:40][CH2:41][CH3:42])=[N:9]2)=[CH:4][CH:3]=1. Reactant: [Cl:1][C:2]1[CH:7]=[CH:6][C:5]([CH:8]2[CH:12]([C:13]3[CH:18]=[CH:17][C:16]([Cl:19])=[CH:15][CH:14]=3)[N:11]([C:20]([N:22]3[CH2:27][CH2:26][CH:25]([CH2:28]O)[CH2:24][CH2:23]3)=[O:21])[C:10]([C:30]3[CH:35]=[CH:34][C:33]([C:36]([F:39])([F:38])[F:37])=[CH:32][C:31]=3[O:40][CH2:41][CH3:42])=[N:9]2)=[CH:4][CH:3]=1.C(Br)(Br)(Br)[Br:44].C1(P(C2C=CC=CC=2)C2C=CC=CC=2)C=CC=CC=1. The catalyst class is: 34. (3) Reactant: [CH3:1][O:2][C:3]1[C:12]2[C:7](=[CH:8][CH:9]=[C:10]([C:13]([O:15]CC)=[O:14])[CH:11]=2)[N:6]=[C:5]([CH2:18][CH2:19][CH3:20])[CH:4]=1.[OH-].[K+].Cl. Product: [CH3:1][O:2][C:3]1[C:12]2[C:7](=[CH:8][CH:9]=[C:10]([C:13]([OH:15])=[O:14])[CH:11]=2)[N:6]=[C:5]([CH2:18][CH2:19][CH3:20])[CH:4]=1. The catalyst class is: 97. (4) Reactant: [CH3:1][O:2][C:3]1[CH:4]=[C:5]2[C:9](=[CH:10][CH:11]=1)[C:8](=[O:12])[O:7][CH:6]2[C:13]1[CH:18]=[CH:17][CH:16]=[CH:15][CH:14]=1. Product: [CH2:6]([C:5]1[CH:4]=[C:3]([O:2][CH3:1])[CH:11]=[CH:10][C:9]=1[C:8]([OH:12])=[O:7])[C:13]1[CH:14]=[CH:15][CH:16]=[CH:17][CH:18]=1. The catalyst class is: 29.